Dataset: Catalyst prediction with 721,799 reactions and 888 catalyst types from USPTO. Task: Predict which catalyst facilitates the given reaction. (1) Reactant: [CH3:1][O:2][C:3]1[CH:4]=[N:5][CH:6]=[C:7]([O:19][CH3:20])[C:8]=1[O:9][CH2:10][C:11]1[CH:16]=[CH:15][C:14]([O:17][CH3:18])=[CH:13][CH:12]=1.C([Li])(C)(C)C.[I:26]I. Product: [I:26][C:6]1[C:7]([O:19][CH3:20])=[C:8]([O:9][CH2:10][C:11]2[CH:16]=[CH:15][C:14]([O:17][CH3:18])=[CH:13][CH:12]=2)[C:3]([O:2][CH3:1])=[CH:4][N:5]=1. The catalyst class is: 1. (2) Reactant: [H-].[Al+3].[Li+].[H-].[H-].[H-].CCOCC.[CH:12]12[CH2:18][CH:15]([CH:16]=[CH:17]1)[CH2:14][CH:13]2[C:19]#[N:20].[H][H].C(C(C(C([O-])=O)O)O)([O-])=O.[K+].[Na+]. Product: [CH:12]12[CH2:18][CH:15]([CH:16]=[CH:17]1)[CH2:14][CH:13]2[CH2:19][NH2:20]. The catalyst class is: 6.